From a dataset of Reaction yield outcomes from USPTO patents with 853,638 reactions. Predict the reaction yield, written as a fraction of the theoretical maximum amount of product (1.0 means a 100% yield; for example, 0.34 means a 34% yield). (1) The reactants are [NH2:1][CH2:2][C:3]1([NH:9][C:10]2[CH:11]=[C:12]3[C:16](=[CH:17][CH:18]=2)[NH:15][N:14]=[CH:13]3)[CH2:8][CH2:7][CH2:6][CH2:5][CH2:4]1.[CH2:19]([O:21][C:22](=[O:25])[CH2:23]Br)[CH3:20].CCN(CC)CC. The catalyst is C1COCC1. The product is [CH2:19]([O:21][C:22](=[O:25])[CH2:23][NH:1][CH2:2][C:3]1([NH:9][C:10]2[CH:11]=[C:12]3[C:16](=[CH:17][CH:18]=2)[NH:15][N:14]=[CH:13]3)[CH2:4][CH2:5][CH2:6][CH2:7][CH2:8]1)[CH3:20]. The yield is 0.840. (2) The reactants are [CH3:1][C:2]1[CH:8]=[CH:7][C:5]([NH2:6])=[CH:4][C:3]=1[N+:9]([O-:11])=[O:10].[CH2:12]([N:14]([CH:18]([CH3:20])C)[CH:15]([CH3:17])C)[CH3:13].Cl[CH2:22][C:23]1C=C[CH:29]=[CH:28][C:24]=1[C:25](Cl)=[O:26].[CH3:32][N:33]1CCNCC1. The catalyst is O1CCCC1. The product is [CH3:1][C:2]1[CH:8]=[CH:7][C:5]([NH:6][C:25](=[O:26])[C:24]2[CH:28]=[CH:29][C:20]([CH2:18][N:14]3[CH2:12][CH2:13][N:33]([CH3:32])[CH2:17][CH2:15]3)=[CH:22][CH:23]=2)=[CH:4][C:3]=1[N+:9]([O-:11])=[O:10]. The yield is 0.950. (3) The reactants are [CH3:1][S:2]([N:5]1[CH2:10][CH2:9][N:8]([C:11]2[CH:16]=[CH:15][C:14](Br)=[CH:13][CH:12]=2)[CH2:7][CH2:6]1)(=[O:4])=[O:3].[C:18]1([C:24]#[CH:25])[CH:23]=[CH:22][CH:21]=[CH:20][CH:19]=1. The catalyst is N1CCCCC1.[Cu]I.Cl[Pd](Cl)([P](C1C=CC=CC=1)(C1C=CC=CC=1)C1C=CC=CC=1)[P](C1C=CC=CC=1)(C1C=CC=CC=1)C1C=CC=CC=1.C1(P(C2C=CC=CC=2)C2C=CC=CC=2)C=CC=CC=1. The product is [CH3:1][S:2]([N:5]1[CH2:10][CH2:9][N:8]([C:11]2[CH:16]=[CH:15][C:14]([C:25]#[C:24][C:18]3[CH:23]=[CH:22][CH:21]=[CH:20][CH:19]=3)=[CH:13][CH:12]=2)[CH2:7][CH2:6]1)(=[O:4])=[O:3]. The yield is 0.320. (4) The reactants are [NH2:1][C:2]1[CH:7]=[CH:6][CH:5]=[CH:4][C:3]=1[NH:8][C:9]1[C:10]([CH3:19])=[C:11]([CH:16]=[CH:17][CH:18]=1)[C:12]([O:14][CH3:15])=[O:13].[O:20]1[CH2:24][CH2:23][CH2:22][C@H:21]1[C:25](O)=[O:26].Cl.CN(C)CCCN=C=NCC.ON1C2C=CC=CC=2N=N1. The catalyst is CN(C)C=O.O. The product is [CH3:19][C:10]1[C:9]([NH:8][C:3]2[CH:4]=[CH:5][CH:6]=[CH:7][C:2]=2[NH:1][C:25]([C@@H:21]2[CH2:22][CH2:23][CH2:24][O:20]2)=[O:26])=[CH:18][CH:17]=[CH:16][C:11]=1[C:12]([O:14][CH3:15])=[O:13]. The yield is 0.690. (5) The reactants are [CH:1]([O:4][C:5]1[CH:6]=[C:7]([CH:12]=[C:13]([O:15][CH:16]([CH3:18])[CH3:17])[CH:14]=1)[C:8]([O:10]C)=[O:9])([CH3:3])[CH3:2].O[Li].O. The catalyst is C1COCC1.O. The product is [CH:16]([O:15][C:13]1[CH:12]=[C:7]([CH:6]=[C:5]([O:4][CH:1]([CH3:3])[CH3:2])[CH:14]=1)[C:8]([OH:10])=[O:9])([CH3:18])[CH3:17]. The yield is 0.910. (6) The reactants are [CH3:1][C:2]1[CH:3]=[CH:4][C:5]([C:8]#[C:9][Si](C)(C)C)=[N:6][CH:7]=1.Br[C:15]1[CH:16]=[C:17]([O:21][CH3:22])[CH:18]=[CH:19][CH:20]=1.CCN(CC)CC.[N+](CCCC)(CCCC)(CCCC)CCCC.[F-]. The catalyst is [Cu]I.Cl[Pd](Cl)([P](C1C=CC=CC=1)(C1C=CC=CC=1)C1C=CC=CC=1)[P](C1C=CC=CC=1)(C1C=CC=CC=1)C1C=CC=CC=1.O.CN(C)C=O. The product is [CH3:22][O:21][C:17]1[CH:16]=[C:15]([C:9]#[C:8][C:5]2[CH:4]=[CH:3][C:2]([CH3:1])=[CH:7][N:6]=2)[CH:20]=[CH:19][CH:18]=1. The yield is 0.520.